From a dataset of Reaction yield outcomes from USPTO patents with 853,638 reactions. Predict the reaction yield, written as a fraction of the theoretical maximum amount of product (1.0 means a 100% yield; for example, 0.34 means a 34% yield). (1) The reactants are [Cl:1][C:2]1[CH:7]=[C:6](I)[CH:5]=[CH:4][N:3]=1.[Cl:9][C:10]1[CH:15]=[CH:14][CH:13]=[CH:12][C:11]=1[C:16]1[C:17]([C:21]([O:23][CH3:24])=[O:22])=[N:18][NH:19][CH:20]=1.CN[C@@H]1CCCC[C@H]1NC.C(=O)([O-])[O-].[K+].[K+]. The catalyst is O1CCOCC1.[Cu]I. The product is [Cl:9][C:10]1[CH:15]=[CH:14][CH:13]=[CH:12][C:11]=1[C:16]1[C:17]([C:21]([O:23][CH3:24])=[O:22])=[N:18][N:19]([C:6]2[CH:5]=[CH:4][N:3]=[C:2]([Cl:1])[CH:7]=2)[CH:20]=1. The yield is 0.800. (2) The reactants are C([O:3][C:4]([C:6]1([C:9]2[CH:14]=[CH:13][C:12]([C:15]3[CH:20]=[CH:19][C:18]([C:21]4[S:22][C:23]([Cl:29])=[CH:24][C:25]=4[C:26](=[O:28])[NH2:27])=[CH:17][CH:16]=3)=[CH:11][CH:10]=2)[CH2:8][CH2:7]1)=[O:5])C.[OH-].[Na+].Cl. The catalyst is C(O)C. The product is [C:26]([C:25]1[CH:24]=[C:23]([Cl:29])[S:22][C:21]=1[C:18]1[CH:17]=[CH:16][C:15]([C:12]2[CH:13]=[CH:14][C:9]([C:6]3([C:4]([OH:5])=[O:3])[CH2:7][CH2:8]3)=[CH:10][CH:11]=2)=[CH:20][CH:19]=1)(=[O:28])[NH2:27]. The yield is 1.00. (3) The reactants are [CH2:1]([C:5]1[CH:10]=[CH:9][C:8]([NH:11][C:12](=[O:14])[CH3:13])=[CH:7][CH:6]=1)[CH2:2][CH2:3][CH3:4].[Br:15]Br. The catalyst is C(O)(=O)C. The product is [Br:15][C:7]1[CH:6]=[C:5]([CH2:1][CH2:2][CH2:3][CH3:4])[CH:10]=[CH:9][C:8]=1[NH:11][C:12](=[O:14])[CH3:13]. The yield is 0.860. (4) The reactants are [CH2:1]([Mg]Br)[C:2]1[CH:7]=[CH:6][CH:5]=[CH:4][CH:3]=1.[CH3:10][C:11]1[CH2:16][CH:15]([CH3:17])[CH2:14][C:13](=[O:18])[CH:12]=1. The catalyst is C(OCC)C.Cl[Cu]. The product is [CH2:1]([C:11]1([CH3:10])[CH2:16][CH:15]([CH3:17])[CH2:14][C:13](=[O:18])[CH2:12]1)[C:2]1[CH:7]=[CH:6][CH:5]=[CH:4][CH:3]=1. The yield is 0.530.